From a dataset of hERG Central: cardiac toxicity at 1µM, 10µM, and general inhibition. Predict hERG channel inhibition at various concentrations. The molecule is CC(C)CC(C(=O)N1CCc2ccccc2C1)N1C(=O)c2ccccc2C1=O. Results: hERG_inhib (hERG inhibition (general)): blocker.